From a dataset of Catalyst prediction with 721,799 reactions and 888 catalyst types from USPTO. Predict which catalyst facilitates the given reaction. Reactant: [N:1]1[CH:6]=[CH:5][CH:4]=[C:3]([N:7]=[C:8]=[S:9])[CH:2]=1.[C:10]([O:14]C)(=O)[CH2:11][SH:12].C(N(CC)CC)C. Product: [N:1]1[CH:6]=[CH:5][CH:4]=[C:3]([N:7]2[C:10](=[O:14])[CH2:11][S:12][C:8]2=[S:9])[CH:2]=1. The catalyst class is: 4.